Dataset: Peptide-MHC class II binding affinity with 134,281 pairs from IEDB. Task: Regression. Given a peptide amino acid sequence and an MHC pseudo amino acid sequence, predict their binding affinity value. This is MHC class II binding data. The binding affinity (normalized) is 0.155. The peptide sequence is IKEKGKDKWIALKES. The MHC is HLA-DPA10201-DPB10101 with pseudo-sequence HLA-DPA10201-DPB10101.